Dataset: Experimentally validated miRNA-target interactions with 360,000+ pairs, plus equal number of negative samples. Task: Binary Classification. Given a miRNA mature sequence and a target amino acid sequence, predict their likelihood of interaction. (1) The miRNA is hsa-miR-526b-3p with sequence GAAAGUGCUUCCUUUUAGAGGC. The protein sequence of the target gene is MAAQGEPQVQFKLVLVGDGGTGKTTFVKRHLTGEFEKKYVATLGVEVHPLVFHTNRGPIKFNVWDTAGQEKFGGLRDGYYIQAQCAIIMFDVTSRVTYKNVPNWHRDLVRVCENIPIVLCGNKVDIKDRKVKAKSIVFHRKKNLQYYDISAKSNYNFEKPFLWLARKLIGDPNLEFVAMPALAPPEVVMDPALAAQYEHDLEVAQTTALPDEDDDL. Result: 1 (interaction). (2) The miRNA is mmu-miR-208a-5p with sequence GAGCUUUUGGCCCGGGUUAUAC. The protein sequence of the target gene is MAPLRFSANLSWLFPELSGLPARVRAAGSSGFEAVEVAWPYAETPEALARAAREAGLRLVLINTPPGDQEKGEMGLGAVPGRQAAFREGLEQAVRYAKALGCPRIHLMAGRVPQGADRIAVKAEMEAVFLENLRHAAGVLAQEDLVGLLEPINTRITDPQYFLDTPQQAAAILQKVGRPNLQLQMDIFHWQIMDGNLTGNIREFLPIVGHVQVAQVPGRGEPSSPGELNFPYLFQLLEDEGYKGFVGCEYQPRGDTVEGLSWLRSYWDRRGHPEAGQ. Result: 0 (no interaction).